Task: Predict the product of the given reaction.. Dataset: Forward reaction prediction with 1.9M reactions from USPTO patents (1976-2016) (1) The product is: [ClH:20].[NH2:4][C:5]1([CH2:14][C:15]([OH:17])=[O:16])[CH2:6][C:7]2[C:12](=[CH:11][CH:10]=[CH:9][CH:8]=2)[CH2:13]1. Given the reactants C([NH:4][C:5]1([CH2:14][C:15]([O:17]CC)=[O:16])[CH2:13][C:12]2[C:7](=[CH:8][CH:9]=[CH:10][CH:11]=2)[CH2:6]1)(=O)C.[ClH:20], predict the reaction product. (2) Given the reactants [Br:1][C:2]1[CH:3]=[C:4]([CH:8]=[CH:9][CH:10]=1)[C:5]([OH:7])=O.CN(C(ON1N=NC2[CH:22]=[CH:23][CH:24]=[N:25]C1=2)=[N+](C)C)C.F[P-](F)(F)(F)(F)F.CCN(C(C)C)C(C)C.C1(N)CC1, predict the reaction product. The product is: [Br:1][C:2]1[CH:3]=[C:4]([CH:8]=[CH:9][CH:10]=1)[C:5]([NH:25][CH:24]1[CH2:22][CH2:23]1)=[O:7]. (3) Given the reactants [F:1][C:2]1[CH:7]=[CH:6][CH:5]=[CH:4][C:3]=1[C@:8]12[CH2:15][O:14][C@H:13]([C:16]([F:19])([F:18])[F:17])[C@H:12]1[CH2:11][O:10][NH:9]2, predict the reaction product. The product is: [NH2:9][C@@:8]1([C:3]2[CH:4]=[CH:5][CH:6]=[CH:7][C:2]=2[F:1])[CH2:15][O:14][C@H:13]([C:16]([F:19])([F:17])[F:18])[C@H:12]1[CH2:11][OH:10]. (4) Given the reactants S(Cl)([Cl:3])=O.[CH3:5][O:6][C:7]1[CH:8]=[C:9]([CH:14]=[CH:15][C:16]([OH:18])=O)[CH:10]=[CH:11][C:12]=1[CH3:13], predict the reaction product. The product is: [CH3:5][O:6][C:7]1[CH:8]=[C:9]([CH:14]=[CH:15][C:16]([Cl:3])=[O:18])[CH:10]=[CH:11][C:12]=1[CH3:13]. (5) Given the reactants [CH2:1]([C:3]([C:19]1[CH:24]=[CH:23][C:22]([O:25][CH2:26][CH2:27][CH2:28][C:29]([O:31]CC)=[O:30])=[CH:21][CH:20]=1)=[C:4]([C:12]1[CH:17]=[CH:16][C:15]([OH:18])=[CH:14][CH:13]=1)[C:5]1[CH:10]=[CH:9][C:8]([OH:11])=[CH:7][CH:6]=1)[CH3:2].[OH-].[Na+].C1COCC1, predict the reaction product. The product is: [CH2:1]([C:3]([C:19]1[CH:24]=[CH:23][C:22]([O:25][CH2:26][CH2:27][CH2:28][C:29]([OH:31])=[O:30])=[CH:21][CH:20]=1)=[C:4]([C:12]1[CH:17]=[CH:16][C:15]([OH:18])=[CH:14][CH:13]=1)[C:5]1[CH:6]=[CH:7][C:8]([OH:11])=[CH:9][CH:10]=1)[CH3:2]. (6) Given the reactants [C:1]([O:4][CH2:5]/[CH:6]=[CH:7]/[C:8]1[C:9]([NH:20][C:21]2[CH:25]=[C:24]([CH:26]3[CH2:28][CH2:27]3)[N:23](C(=O)C)[N:22]=2)=[N:10][C:11]([C:14]2[CH:19]=[CH:18][CH:17]=[CH:16][CH:15]=2)=[N:12][CH:13]=1)(=[O:3])[CH3:2].C([O-])(O)=O.[Na+], predict the reaction product. The product is: [C:1]([O:4][CH2:5]/[CH:6]=[CH:7]/[C:8]1[C:9]([NH:20][C:21]2[CH:25]=[C:24]([CH:26]3[CH2:28][CH2:27]3)[NH:23][N:22]=2)=[N:10][C:11]([C:14]2[CH:19]=[CH:18][CH:17]=[CH:16][CH:15]=2)=[N:12][CH:13]=1)(=[O:3])[CH3:2]. (7) Given the reactants [CH3:1][C:2]1([CH3:30])[C:14]2[CH:13]=[C:12]([C:15]3[C:24]4[C:19](=[CH:20][CH:21]=[CH:22][CH:23]=4)[CH:18]=[CH:17][C:16]=3C(OCC)=O)[CH:11]=[CH:10][C:9]=2[C:8]2[C:3]1=[CH:4][CH:5]=[CH:6][CH:7]=2.[CH3:31][Li].[C:33]([OH:36])(=O)[CH3:34], predict the reaction product. The product is: [CH3:1][C:2]1([CH3:30])[C:14]2[CH:13]=[C:12]([C:15]3[C:24]4[C:19](=[CH:20][CH:21]=[CH:22][CH:23]=4)[CH:18]=[CH:17][C:16]=3[C:33]([OH:36])([CH3:34])[CH3:31])[CH:11]=[CH:10][C:9]=2[C:8]2[C:3]1=[CH:4][CH:5]=[CH:6][CH:7]=2. (8) Given the reactants C([O:4][CH2:5][CH2:6][CH2:7][CH2:8][CH2:9][C:10]([CH:12]1[CH2:21][C:20]2[C:15]3=[C:16]([CH2:22][C:23](=[O:24])[N:14]3[CH2:13]1)[CH:17]=[CH:18][CH:19]=2)=[O:11])(=O)C.O.CC1C=CC(S(O)(=O)=O)=CC=1, predict the reaction product. The product is: [OH:4][CH2:5][CH2:6][CH2:7][CH2:8][CH2:9][C:10]([CH:12]1[CH2:21][C:20]2[C:15]3=[C:16]([CH2:22][C:23](=[O:24])[N:14]3[CH2:13]1)[CH:17]=[CH:18][CH:19]=2)=[O:11]. (9) Given the reactants [CH:1]([NH:4][N:5]=[CH:6][C:7]1[C:12](F)=[CH:11][C:10]([F:14])=[CH:9][C:8]=1[F:15])([CH3:3])[CH3:2].C([O-])([O-])=O.[K+].[K+], predict the reaction product. The product is: [F:15][C:8]1[CH:9]=[C:10]([F:14])[CH:11]=[C:12]2[C:7]=1[CH:6]=[N:5][N:4]2[CH:1]([CH3:3])[CH3:2]. (10) Given the reactants [Cl:1][C:2]1[CH:3]=[C:4]([NH:16][C:17]2[C:26]3[C:21](=[CH:22][CH:23]=[CH:24][C:25]=3[O:27][CH2:28][C@H:29]3[CH2:33][CH2:32][CH2:31][NH:30]3)[N:20]=[CH:19][N:18]=2)[CH:5]=[CH:6][C:7]=1[O:8][CH2:9][C:10]1[CH:15]=[CH:14][CH:13]=[CH:12][N:11]=1.[CH3:34][C:35]([CH3:40])([OH:39])[C:36](O)=[O:37], predict the reaction product. The product is: [Cl:1][C:2]1[CH:3]=[C:4]([NH:16][C:17]2[C:26]3[C:21](=[CH:22][CH:23]=[CH:24][C:25]=3[O:27][CH2:28][C@H:29]3[CH2:33][CH2:32][CH2:31][N:30]3[C:36](=[O:37])[C:35]([CH3:40])([OH:39])[CH3:34])[N:20]=[CH:19][N:18]=2)[CH:5]=[CH:6][C:7]=1[O:8][CH2:9][C:10]1[CH:15]=[CH:14][CH:13]=[CH:12][N:11]=1.